Predict the product of the given reaction. From a dataset of Forward reaction prediction with 1.9M reactions from USPTO patents (1976-2016). (1) Given the reactants [C:1]([C:4]1[CH:5]=[C:6]2[C:11](=[CH:12][CH:13]=1)[NH:10][CH:9]([C:14]1[CH:19]=[C:18]([O:20][CH3:21])[C:17]([OH:22])=[CH:16][C:15]=1[C:23]1[CH:28]=[CH:27][C:26]([C:29](O)=[O:30])=[CH:25][C:24]=1[O:32][CH3:33])[CH:8]1[CH2:34][C:35]3[C:40]([CH:7]21)=[CH:39][CH:38]=[CH:37][CH:36]=3)(=[NH:3])[NH2:2].[N:41]1([CH2:47][CH2:48][NH2:49])[CH2:46][CH2:45][O:44][CH2:43][CH2:42]1, predict the reaction product. The product is: [N:41]1([CH2:47][CH2:48][NH:49][C:29]([C:26]2[CH:27]=[CH:28][C:23]([C:15]3[CH:16]=[C:17]([OH:22])[C:18]([O:20][CH3:21])=[CH:19][C:14]=3[CH:9]3[CH:8]4[CH2:34][C:35]5[C:40]([CH:7]4[C:6]4[C:11](=[CH:12][CH:13]=[C:4]([C:1](=[NH:2])[NH2:3])[CH:5]=4)[NH:10]3)=[CH:39][CH:38]=[CH:37][CH:36]=5)=[C:24]([O:32][CH3:33])[CH:25]=2)=[O:30])[CH2:46][CH2:45][O:44][CH2:43][CH2:42]1. (2) Given the reactants [C:1]([O:5][C:6]([NH:8][C@H:9]([C:36]([N:38]([C:40]1[CH:45]=[CH:44][C:43]([Cl:46])=[CH:42][CH:41]=1)[CH3:39])=[O:37])[CH2:10][C:11]1[CH:12]=[C:13]([CH:33]=[CH:34][CH:35]=1)[CH:14]=[CH:15][C:16]1[NH:24][C:23]2[C:18](=[N:19][C:20]([O:25][CH3:26])=[CH:21][CH:22]=2)[C:17]=1[CH2:27][C:28]([O:30][CH2:31][CH3:32])=[O:29])=[O:7])([CH3:4])([CH3:3])[CH3:2], predict the reaction product. The product is: [C:1]([O:5][C:6]([NH:8][C@H:9]([C:36]([N:38]([C:40]1[CH:41]=[CH:42][C:43]([Cl:46])=[CH:44][CH:45]=1)[CH3:39])=[O:37])[CH2:10][C:11]1[CH:12]=[C:13]([CH:33]=[CH:34][CH:35]=1)[CH2:14][CH2:15][C:16]1[NH:24][C:23]2[C:18](=[N:19][C:20]([O:25][CH3:26])=[CH:21][CH:22]=2)[C:17]=1[CH2:27][C:28]([O:30][CH2:31][CH3:32])=[O:29])=[O:7])([CH3:2])([CH3:3])[CH3:4].